This data is from Forward reaction prediction with 1.9M reactions from USPTO patents (1976-2016). The task is: Predict the product of the given reaction. Given the reactants [CH3:1][N:2]1[CH2:7][CH2:6][N:5]([CH2:8][C:9]2[CH:27]=[CH:26][C:12]([C:13]([NH:15][C:16]3[CH:17]=[CH:18][C:19]([CH3:25])=[C:20]([CH:24]=3)[C:21](O)=[O:22])=[O:14])=[CH:11][CH:10]=2)[CH2:4][CH2:3]1.[NH2:28][C:29]1[CH:30]=[C:31]2[CH:37]=[C:36]([C:38]([O:40][CH3:41])=[O:39])[NH:35][C:32]2=[N:33][CH:34]=1.C(N(CC)CC)C.OC1C2N=NNC=2C=CC=1.C(=O)(O)O.CN(C)CCCN=C=NCC, predict the reaction product. The product is: [CH3:1][N:2]1[CH2:3][CH2:4][N:5]([CH2:8][C:9]2[CH:27]=[CH:26][C:12]([C:13]([NH:15][C:16]3[CH:17]=[CH:18][C:19]([CH3:25])=[C:20]([CH:24]=3)[C:21]([NH:28][C:29]3[CH:30]=[C:31]4[CH:37]=[C:36]([C:38]([O:40][CH3:41])=[O:39])[NH:35][C:32]4=[N:33][CH:34]=3)=[O:22])=[O:14])=[CH:11][CH:10]=2)[CH2:6][CH2:7]1.